Dataset: Full USPTO retrosynthesis dataset with 1.9M reactions from patents (1976-2016). Task: Predict the reactants needed to synthesize the given product. (1) Given the product [CH3:37][N:7]([CH3:6])[CH:8]1[CH2:9][N:10]([C:12]2[CH:17]=[C:16]([O:18][CH3:19])[C:15]([NH:20][C:21]3[N:26]=[C:25]([C:27]4[C:35]5[C:30](=[CH:31][CH:32]=[CH:33][CH:34]=5)[NH:29][CH:28]=4)[CH:24]=[CH:23][N:22]=3)=[CH:14][C:13]=2[NH:36][C:1](=[O:4])[CH:2]=[CH2:3])[CH2:11]1, predict the reactants needed to synthesize it. The reactants are: [C:1](Cl)(=[O:4])[CH:2]=[CH2:3].[CH3:6][N:7]([CH3:37])[CH:8]1[CH2:11][N:10]([C:12]2[CH:17]=[C:16]([O:18][CH3:19])[C:15]([NH:20][C:21]3[N:26]=[C:25]([C:27]4[C:35]5[C:30](=[CH:31][CH:32]=[CH:33][CH:34]=5)[NH:29][CH:28]=4)[CH:24]=[CH:23][N:22]=3)=[CH:14][C:13]=2[NH2:36])[CH2:9]1. (2) Given the product [CH3:19][O:18][C:16]1[CH:15]=[CH:14][C:13]([C:20](=[O:26])[CH:21]([CH3:25])[CH2:22][CH:23]=[O:24])=[C:12]([CH3:11])[CH:17]=1, predict the reactants needed to synthesize it. The reactants are: CS(C)=O.C(Cl)(=O)C(Cl)=O.[CH3:11][C:12]1[CH:17]=[C:16]([O:18][CH3:19])[CH:15]=[CH:14][C:13]=1[C:20](=[O:26])[CH:21]([CH3:25])[CH2:22][CH2:23][OH:24].CCN(CC)CC.